Task: Predict the reaction yield, written as a fraction of the theoretical maximum amount of product (1.0 means a 100% yield; for example, 0.34 means a 34% yield).. Dataset: Reaction yield outcomes from USPTO patents with 853,638 reactions (1) The reactants are [CH3:1][C:2]1[CH:3]=[CH:4][C:5]2[O:6][CH2:7][CH2:8][NH:9][C:10]=2[N:11]=1.[C:12](O[C:12]([O:14][C:15]([CH3:18])([CH3:17])[CH3:16])=[O:13])([O:14][C:15]([CH3:18])([CH3:17])[CH3:16])=[O:13]. No catalyst specified. The product is [C:15]([O:14][C:12]([N:9]1[CH2:8][CH2:7][O:6][C:5]2[CH:4]=[CH:3][C:2]([CH3:1])=[N:11][C:10]1=2)=[O:13])([CH3:18])([CH3:17])[CH3:16]. The yield is 0.800. (2) The reactants are [C:1]([N:8]1[CH:13]([C:14](=[O:22])[C:15](=[O:21])[C:16]([CH3:20])([CH3:19])[CH2:17][CH3:18])[CH2:12][CH2:11][CH2:10][NH:9]1)(=[O:7])[CH2:2][CH2:3][CH2:4][C:5]#[CH:6].I[C:24]1[CH:25]=[N:26][CH:27]=[CH:28][CH:29]=1. The catalyst is Cl[Pd](Cl)([P](C1C=CC=CC=1)(C1C=CC=CC=1)C1C=CC=CC=1)[P](C1C=CC=CC=1)(C1C=CC=CC=1)C1C=CC=CC=1.[Cu]I.C(N(CC)CC)C. The product is [CH3:20][C:16]([CH3:19])([CH2:17][CH3:18])[C:15](=[O:21])[C:14]([CH:13]1[CH2:12][CH2:11][CH2:10][NH:9][N:8]1[C:1](=[O:7])[CH2:2][CH2:3][CH2:4][C:5]#[C:6][C:24]1[CH:25]=[N:26][CH:27]=[CH:28][CH:29]=1)=[O:22]. The yield is 0.650. (3) The reactants are [O:1]=[C:2]1[C:11]2[C:6](=[CH:7][CH:8]=[CH:9][CH:10]=2)[C:5]([CH2:12][C:13]2[CH:14]=[C:15]([CH:19]=[CH:20][CH:21]=2)[C:16](O)=[O:17])=[N:4][NH:3]1.[NH:22]1[CH2:32][CH2:31][CH:25]([C:26]([O:28]CC)=[O:27])[CH2:24][CH2:23]1.F[P-](F)(F)(F)(F)F.N1(OC(N(C)C)=[N+](C)C)C2C=CC=CC=2N=N1.C(N(CC)C(C)C)(C)C.[OH-].[Na+]. The catalyst is O1CCCC1.O.CC(N(C)C)=O. The product is [O:1]=[C:2]1[C:11]2[C:6](=[CH:7][CH:8]=[CH:9][CH:10]=2)[C:5]([CH2:12][C:13]2[CH:14]=[C:15]([CH:19]=[CH:20][CH:21]=2)[C:16]([N:22]2[CH2:23][CH2:24][CH:25]([C:26]([OH:28])=[O:27])[CH2:31][CH2:32]2)=[O:17])=[N:4][NH:3]1. The yield is 0.650. (4) The reactants are [NH2:1][C:2]1[CH:6]=[CH:5][N:4]([C:7]2[CH:12]=[CH:11][C:10](Br)=[CH:9][CH:8]=2)[C:3]=1[C:14]([O:16][CH2:17][CH3:18])=[O:15].[CH3:19][C:20]1([CH3:36])[C:24]([CH3:26])([CH3:25])[O:23][B:22]([B:22]2[O:23][C:24]([CH3:26])([CH3:25])[C:20]([CH3:36])([CH3:19])[O:21]2)[O:21]1.C([O-])(=O)C.[K+]. The catalyst is O1CCOCC1.C1C=CC(P(C2C=CC=CC=2)[C-]2C=CC=C2)=CC=1.C1C=CC(P(C2C=CC=CC=2)[C-]2C=CC=C2)=CC=1.Cl[Pd]Cl.[Fe+2]. The product is [NH2:1][C:2]1[CH:6]=[CH:5][N:4]([C:7]2[CH:12]=[CH:11][C:10]([B:22]3[O:23][C:24]([CH3:26])([CH3:25])[C:20]([CH3:36])([CH3:19])[O:21]3)=[CH:9][CH:8]=2)[C:3]=1[C:14]([O:16][CH2:17][CH3:18])=[O:15]. The yield is 0.760. (5) The reactants are [O:1]=[C:2]1[N:11]([NH:12][S:13]([CH3:16])(=[O:15])=[O:14])[C:10](=[O:17])[C:9]2[C:4](=[CH:5][C:6]([C:22]([F:25])([F:24])[F:23])=[C:7]([C:18](=[O:21])[CH2:19][CH3:20])[CH:8]=2)[NH:3]1.[BH4-].[Na+].Cl. The catalyst is C1COCC1.CO.CCOC(C)=O.O. The product is [OH:21][CH:18]([C:7]1[CH:8]=[C:9]2[C:4](=[CH:5][C:6]=1[C:22]([F:24])([F:23])[F:25])[NH:3][C:2](=[O:1])[N:11]([NH:12][S:13]([CH3:16])(=[O:15])=[O:14])[C:10]2=[O:17])[CH2:19][CH3:20]. The yield is 0.780. (6) The reactants are [CH2:1]([C:8]1([O:18][CH3:19])[CH2:17][CH2:16][C:11]2(OCC[O:12]2)[CH2:10][CH2:9]1)[C:2]1[CH:7]=[CH:6][CH:5]=[CH:4][CH:3]=1.O.O.C1(C)C=CC(S(O)(=O)=O)=CC=1. The catalyst is CC(C)=O. The product is [CH2:1]([C:8]1([O:18][CH3:19])[CH2:9][CH2:10][C:11](=[O:12])[CH2:16][CH2:17]1)[C:2]1[CH:7]=[CH:6][CH:5]=[CH:4][CH:3]=1. The yield is 0.950. (7) The reactants are [CH2:1]([O:3][C:4]1[CH:5]=[C:6]([CH2:15][OH:16])[CH:7]=[C:8]([O:10][CH2:11][CH:12]([CH3:14])[CH3:13])[CH:9]=1)[CH3:2]. The catalyst is CN(C=O)C.O=[Mn]=O. The product is [CH2:1]([O:3][C:4]1[CH:5]=[C:6]([CH:7]=[C:8]([O:10][CH2:11][CH:12]([CH3:13])[CH3:14])[CH:9]=1)[CH:15]=[O:16])[CH3:2]. The yield is 0.990. (8) The reactants are [NH:1]1[CH2:6][CH2:5][O:4][CH2:3][CH2:2]1.[C:7]1([C:17]2[CH:22]=[CH:21][CH:20]=[CH:19][CH:18]=2)[CH:12]=[CH:11][C:10]([C:13](=[O:16])[CH2:14]Br)=[CH:9][CH:8]=1.C(N(CC)CC)C.O. The catalyst is CCOCC. The product is [C:7]1([C:17]2[CH:18]=[CH:19][CH:20]=[CH:21][CH:22]=2)[CH:8]=[CH:9][C:10]([C:13](=[O:16])[CH2:14][N:1]2[CH2:6][CH2:5][O:4][CH2:3][CH2:2]2)=[CH:11][CH:12]=1. The yield is 0.930.